The task is: Regression. Given two drug SMILES strings and cell line genomic features, predict the synergy score measuring deviation from expected non-interaction effect.. This data is from NCI-60 drug combinations with 297,098 pairs across 59 cell lines. Drug 1: CNC(=O)C1=NC=CC(=C1)OC2=CC=C(C=C2)NC(=O)NC3=CC(=C(C=C3)Cl)C(F)(F)F. Drug 2: N.N.Cl[Pt+2]Cl. Cell line: LOX IMVI. Synergy scores: CSS=35.6, Synergy_ZIP=-8.84, Synergy_Bliss=-9.63, Synergy_Loewe=-18.7, Synergy_HSA=-10.6.